Dataset: Forward reaction prediction with 1.9M reactions from USPTO patents (1976-2016). Task: Predict the product of the given reaction. (1) Given the reactants [Cl:1][C:2]1[CH:7]=[CH:6][C:5]([CH:8]2[CH2:13][CH2:12][CH:11]([C:14]3[C:15](=[O:26])[C:16]4[C:21]([C:22](=[O:25])[C:23]=3Cl)=[CH:20][CH:19]=[CH:18][CH:17]=4)[CH2:10][CH2:9]2)=[CH:4][CH:3]=1.C[OH:28].[OH-].[K+].Cl, predict the reaction product. The product is: [CH:18]1[CH:19]=[CH:20][C:21]2[C:22]([C:23]([OH:28])=[C:14]([C@@H:11]3[CH2:10][CH2:9][C@@H:8]([C:5]4[CH:4]=[CH:3][C:2]([Cl:1])=[CH:7][CH:6]=4)[CH2:13][CH2:12]3)[C:15](=[O:26])[C:16]=2[CH:17]=1)=[O:25]. (2) Given the reactants [F:1][C:2]1[C:3]([S:41][CH3:42])=[C:4]([C:9]2[C:10]([C:24](=[O:40])[C:25]3[CH:30]=[CH:29][C:28]([O:31][CH2:32][CH2:33][N:34]4[CH2:39][CH2:38][CH2:37][CH2:36][CH2:35]4)=[CH:27][CH:26]=3)=[C:11]3[C:16](=[CH:17][CH:18]=2)[CH:15]=[C:14]([O:19][S:20]([CH3:23])(=[O:22])=[O:21])[CH:13]=[CH:12]3)[CH:5]=[C:6]([F:8])[CH:7]=1.C(CN)O.[Cl-].[NH4+], predict the reaction product. The product is: [F:1][C:2]1[C:3]([S:41][CH3:42])=[C:4]([C:9]2[C:10]([CH:24]([OH:40])[C:25]3[CH:26]=[CH:27][C:28]([O:31][CH2:32][CH2:33][N:34]4[CH2:39][CH2:38][CH2:37][CH2:36][CH2:35]4)=[CH:29][CH:30]=3)=[C:11]3[C:16](=[CH:17][CH:18]=2)[CH:15]=[C:14]([O:19][S:20]([CH3:23])(=[O:21])=[O:22])[CH:13]=[CH:12]3)[CH:5]=[C:6]([F:8])[CH:7]=1. (3) Given the reactants [Cl:1][C:2]1[CH:7]=[C:6]2[NH:8][C:9](=[O:39])[C:10]3([CH:15]([C:16]4[CH:21]=[C:20]([Cl:22])[CH:19]=[CH:18][C:17]=4[O:23]CC(C(O)=O)C)[CH2:14][C:13](=[O:30])[NH:12][CH:11]3[C:31]3[CH:36]=[C:35]([F:37])[CH:34]=[CH:33][C:32]=3[CH3:38])[C:5]2=[CH:4][CH:3]=1.[C:40]([N:43]1[CH2:48][CH2:47][NH:46][CH2:45][CH2:44]1)(=[O:42])[CH3:41].CCN=C=NCCCN(C)C.Cl.C1C=C[C:64]2N(O)N=N[C:65]=2[CH:66]=1.CCN(C(C)C)C(C)C.C1C[O:83][CH2:82]C1, predict the reaction product. The product is: [C:40]([N:43]1[CH2:48][CH2:47][N:46]([C:82](=[O:83])[C:65]([CH3:64])([CH3:66])[O:23][C:17]2[CH:18]=[CH:19][C:20]([Cl:22])=[CH:21][C:16]=2[CH:15]2[CH2:14][C:13](=[O:30])[NH:12][CH:11]([C:31]3[CH:36]=[C:35]([F:37])[CH:34]=[CH:33][C:32]=3[CH3:38])[C:10]32[C:5]2[C:6](=[CH:7][C:2]([Cl:1])=[CH:3][CH:4]=2)[NH:8][C:9]3=[O:39])[CH2:45][CH2:44]1)(=[O:42])[CH3:41]. (4) The product is: [CH3:49][O:48][CH2:47][CH2:46][CH2:45][CH2:44][O:15][C:12]1[CH:13]=[CH:14][C:9]([C@@H:8]2[C@@H:7]([O:16][CH2:17][C:18]3[CH:19]=[CH:20][C:21]4[O:26][CH2:25][CH2:24][N:23]([CH2:27][CH2:28][CH2:29][O:30][CH3:31])[C:22]=4[CH:32]=3)[CH2:6][N:5]([S:33]([C:36]3[CH:37]=[CH:38][C:39]([CH3:42])=[CH:40][CH:41]=3)(=[O:34])=[O:35])[CH2:4][C@H:3]2[CH2:2][OH:1])=[CH:10][CH:11]=1. Given the reactants [OH:1][CH2:2][C@H:3]1[C@H:8]([C:9]2[CH:14]=[CH:13][C:12]([OH:15])=[CH:11][CH:10]=2)[C@@H:7]([O:16][CH2:17][C:18]2[CH:19]=[CH:20][C:21]3[O:26][CH2:25][CH2:24][N:23]([CH2:27][CH2:28][CH2:29][O:30][CH3:31])[C:22]=3[CH:32]=2)[CH2:6][N:5]([S:33]([C:36]2[CH:41]=[CH:40][C:39]([CH3:42])=[CH:38][CH:37]=2)(=[O:35])=[O:34])[CH2:4]1.Br[CH2:44][CH2:45][CH2:46][CH2:47][O:48][CH3:49], predict the reaction product. (5) Given the reactants [K+].[Br-].[CH3:3][C:4]1[S:8][CH:7]=[C:6](/[CH:9]=[CH:10]/[C@H:11]2[O:29][C:27](=[O:28])[CH2:26][C@H:25]([OH:30])[C:24]([CH3:32])([CH3:31])[C:22](=[O:23])[C@H:21]([CH3:33])[C@@H:20]([OH:34])[C@@H:19](C)[CH2:18][CH2:17][CH2:16][C@H:14]3O[C@H:13]3[CH2:12]2)[N:5]=1.[CH3:36]C1OC=C(/C=C(/[C@H]2OC(=O)C[C@H](O)C(C)(C)C(=O)[C@H](C)[C@@H](O)[C@@H](C)CCCC(C)=CC2)\C)N=1, predict the reaction product. The product is: [CH3:3][C:4]1[S:8][CH:7]=[C:6](/[CH:9]=[C:10](/[C@H:11]2[O:29][C:27](=[O:28])[CH2:26][C@H:25]([OH:30])[C:24]([CH3:32])([CH3:31])[C:22](=[O:23])[C@H:21]([CH3:33])[C@@H:20]([OH:34])[CH2:19][CH2:18][CH2:17][CH2:16][CH:14]=[CH:13][CH2:12]2)\[CH3:36])[N:5]=1. (6) Given the reactants [OH:1][C:2]1[CH:22]=[C:21](O)[CH:20]=[CH:19][C:3]=1[C:4]([NH:6][CH2:7][C:8]1[NH:12][N:11]=[C:10]([C:13]2[CH:18]=[CH:17][N:16]=[CH:15][CH:14]=2)[CH:9]=1)=[O:5].O[C:25]1C(C)=CC=CC=1C(O)=O.OC1C=C(O)C=CC=1C(O)=O, predict the reaction product. The product is: [OH:1][C:2]1[C:22]([CH3:25])=[CH:21][CH:20]=[CH:19][C:3]=1[C:4]([NH:6][CH2:7][C:8]1[NH:12][N:11]=[C:10]([C:13]2[CH:18]=[CH:17][N:16]=[CH:15][CH:14]=2)[CH:9]=1)=[O:5]. (7) Given the reactants C(OC(=O)[NH:7][C:8]1[CH:13]=[CH:12][C:11]([C:14]2[C:22]3[C:17](=[N:18][C:19]([NH:23][CH2:24][CH2:25][N:26]4[CH2:31][CH2:30][O:29][CH2:28][CH2:27]4)=[N:20][CH:21]=3)[N:16]([CH3:32])[N:15]=2)=[CH:10][C:9]=1[CH3:33])(C)(C)C, predict the reaction product. The product is: [NH2:7][C:8]1[CH:13]=[CH:12][C:11]([C:14]2[C:22]3[C:17](=[N:18][C:19]([NH:23][CH2:24][CH2:25][N:26]4[CH2:27][CH2:28][O:29][CH2:30][CH2:31]4)=[N:20][CH:21]=3)[N:16]([CH3:32])[N:15]=2)=[CH:10][C:9]=1[CH3:33].